Dataset: Full USPTO retrosynthesis dataset with 1.9M reactions from patents (1976-2016). Task: Predict the reactants needed to synthesize the given product. Given the product [OH:6][CH2:5][C:4]1[CH:3]=[C:2]([CH:9]=[CH:8][CH:7]=1)[O:1][C:18]1[CH:17]=[CH:16][C:21]([C:22]#[N:23])=[CH:20][N:19]=1, predict the reactants needed to synthesize it. The reactants are: [OH:1][C:2]1[CH:3]=[C:4]([CH:7]=[CH:8][CH:9]=1)[CH2:5][OH:6].C(=O)([O-])[O-].[K+].[K+].[CH:16]1[C:21]([C:22]#[N:23])=[CH:20][N:19]=[C:18](Cl)[CH:17]=1.O.